Dataset: Catalyst prediction with 721,799 reactions and 888 catalyst types from USPTO. Task: Predict which catalyst facilitates the given reaction. (1) Reactant: [CH3:1][C:2]1[CH:7]=[CH:6][CH:5]=[C:4]([CH3:8])[C:3]=1[NH:9][C:10](=[O:13])[CH2:11]Cl.[NH:14]1[CH2:19][CH2:18][NH:17][CH2:16][CH2:15]1.C(N(CC)C(C)C)(C)C. Product: [CH3:1][C:2]1[CH:7]=[CH:6][CH:5]=[C:4]([CH3:8])[C:3]=1[NH:9][C:10](=[O:13])[CH2:11][N:14]1[CH2:19][CH2:18][NH:17][CH2:16][CH2:15]1. The catalyst class is: 8. (2) Reactant: CN(C)C(N(C)C)=S.IC.[F:11][C:12]([F:52])([F:51])[C:13]1[CH:14]=[C:15]([C:23]([CH3:50])([CH3:49])[C:24]([N:26]([C:28]2[CH:29]=[N:30][C:31]([N:42]3[CH2:46][CH2:45][CH2:44][C@H:43]3[CH2:47][OH:48])=[CH:32][C:33]=2[C:34]2[CH:39]=[CH:38][C:37]([F:40])=[CH:36][C:35]=2[CH3:41])[CH3:27])=[O:25])[CH:16]=[C:17]([C:19]([F:22])([F:21])[F:20])[CH:18]=1.[H-].[Na+].[CH3:55][N:56]([CH3:59])[CH:57]=[O:58]. Product: [F:52][C:12]([F:11])([F:51])[C:13]1[CH:14]=[C:15]([C:23]([CH3:49])([CH3:50])[C:24]([N:26]([CH3:27])[C:28]2[C:33]([C:34]3[CH:39]=[CH:38][C:37]([F:40])=[CH:36][C:35]=3[CH3:41])=[CH:32][C:31]([N:42]3[CH2:46][CH2:45][CH2:44][C@H:43]3[CH2:47][O:48][C:57](=[O:58])[N:56]([CH3:59])[CH3:55])=[N:30][CH:29]=2)=[O:25])[CH:16]=[C:17]([C:19]([F:20])([F:21])[F:22])[CH:18]=1. The catalyst class is: 805. (3) Reactant: [NH2:1][C:2]1[C:15]2[C:6](=[CH:7][C:8]3[C:9]4[C:14]=2[C:13](=[O:16])[N:12]([CH2:17][CH2:18][N:19]([CH3:21])[CH3:20])[C:11](=[O:22])[C:10]=4[CH:23]=[CH:24][CH:25]=3)[CH:5]=[CH:4][CH:3]=1.ClCCl.Cl[C:30]([O:32][CH3:33])=[O:31].C(N(CC)CC)C. Product: [CH3:21][N:19]([CH3:20])[CH2:18][CH2:17][N:12]1[C:11](=[O:22])[C:10]2[CH:23]=[CH:24][CH:25]=[C:8]3[C:9]=2[C:14](=[C:15]2[C:2]([NH:1][C:30](=[O:31])[O:32][CH3:33])=[CH:3][CH:4]=[CH:5][C:6]2=[CH:7]3)[C:13]1=[O:16]. The catalyst class is: 61. (4) Reactant: [CH:1]1([C:4]2[C:5]([CH2:17][O:18][C:19]3[CH:24]=[CH:23][C:22]([C:25](=[O:28])[CH2:26][CH3:27])=[CH:21][C:20]=3[CH3:29])=[C:6]([N:10]3[C:14](=[O:15])[N:13]([CH3:16])[N:12]=[N:11]3)[CH:7]=[CH:8][CH:9]=2)[CH2:3][CH2:2]1.[C:30]([O:35][CH2:36][CH3:37])(=[O:34])[C:31]([O-:33])=O.CC(C)([O-])C.[K+].Cl. Product: [CH2:36]([O:35][C:30](=[O:34])[C:31](=[O:33])[CH:26]([CH3:27])[C:25]([C:22]1[CH:23]=[CH:24][C:19]([O:18][CH2:17][C:5]2[C:6]([N:10]3[C:14](=[O:15])[N:13]([CH3:16])[N:12]=[N:11]3)=[CH:7][CH:8]=[CH:9][C:4]=2[CH:1]2[CH2:3][CH2:2]2)=[C:20]([CH3:29])[CH:21]=1)=[O:28])[CH3:37]. The catalyst class is: 145.